From a dataset of HIV replication inhibition screening data with 41,000+ compounds from the AIDS Antiviral Screen. Binary Classification. Given a drug SMILES string, predict its activity (active/inactive) in a high-throughput screening assay against a specified biological target. (1) The compound is NNC(=O)C(=Cc1ccc(Cl)cc1Cl)NC(=O)c1ccccc1. The result is 0 (inactive). (2) The compound is Cl.Cn1cc(NC(=O)c2cc(NC(=O)C3CCC(=N)N3)c[nH]2)cc1C(=O)NCCC(=N)N. The result is 0 (inactive). (3) The drug is COC(=O)OCC1OC(n2cc(C)c(=O)[nH]c2=O)CC1OC(=O)OC. The result is 0 (inactive). (4) The molecule is CCCc1cc(OC(=O)c2c(O)cc(OC)cc2CCC)cc(O)c1C(=O)O. The result is 0 (inactive). (5) The drug is O=C(NN=C(c1nc2ccc([N+](=O)[O-])cc2nc1O)C(O)c1ccc([N+](=O)[O-])cc1)c1ccncc1. The result is 0 (inactive). (6) The drug is N#Cc1ccccc1NC(=O)C(=O)c1c(O)c2ccccc2oc1=O. The result is 0 (inactive).